This data is from Full USPTO retrosynthesis dataset with 1.9M reactions from patents (1976-2016). The task is: Predict the reactants needed to synthesize the given product. (1) Given the product [S:2]([OH:5])(=[O:4])(=[O:3])[CH3:1].[F:6][C:7]1[CH:49]=[CH:48][CH:47]=[C:46]([F:50])[C:8]=1[C:9]([N:11]1[CH2:16][CH2:15][CH:14]([O:17][C:18]2[CH:23]=[C:22]([NH:24][C:25]([NH:27][C:28]3[N:29]([C:39]4[CH:40]=[CH:41][C:42]([CH3:45])=[CH:43][CH:44]=4)[N:30]=[C:31]([C:33]([CH2:34][F:35])([CH3:36])[CH2:37][F:38])[CH:32]=3)=[O:26])[CH:21]=[CH:20][N:19]=2)[CH2:13][CH2:12]1)=[O:10], predict the reactants needed to synthesize it. The reactants are: [CH3:1][S:2]([OH:5])(=[O:4])=[O:3].[F:6][C:7]1[CH:49]=[CH:48][CH:47]=[C:46]([F:50])[C:8]=1[C:9]([N:11]1[CH2:16][CH2:15][CH:14]([O:17][C:18]2[CH:23]=[C:22]([NH:24][C:25]([NH:27][C:28]3[N:29]([C:39]4[CH:44]=[CH:43][C:42]([CH3:45])=[CH:41][CH:40]=4)[N:30]=[C:31]([C:33]([CH2:37][F:38])([CH3:36])[CH2:34][F:35])[CH:32]=3)=[O:26])[CH:21]=[CH:20][N:19]=2)[CH2:13][CH2:12]1)=[O:10]. (2) Given the product [C:3]([C:2]([NH:1][C:24](=[S:25])[C:23]1[CH:22]=[CH:21][C:20]([C:19]([F:18])([F:29])[F:30])=[CH:28][CH:27]=1)([CH3:17])[CH2:5][N:6]1[CH:16]=[C:9]2[N:10]=[C:11]([Br:15])[C:12]([Br:14])=[CH:13][C:8]2=[N:7]1)#[N:4], predict the reactants needed to synthesize it. The reactants are: [NH2:1][C:2]([CH3:17])([CH2:5][N:6]1[CH:16]=[C:9]2[N:10]=[C:11]([Br:15])[C:12]([Br:14])=[CH:13][C:8]2=[N:7]1)[C:3]#[N:4].[F:18][C:19]([F:30])([F:29])[C:20]1[CH:28]=[CH:27][C:23]([C:24](Cl)=[S:25])=[CH:22][CH:21]=1.